Dataset: Full USPTO retrosynthesis dataset with 1.9M reactions from patents (1976-2016). Task: Predict the reactants needed to synthesize the given product. (1) The reactants are: [Cl:1]C1C=CC=C(C(OO)=O)C=1.[Cl:12][C:13]1[CH:14]=[CH:15][C:16]([CH2:19][O:20][CH3:21])=[N:17][CH:18]=1. Given the product [Cl:1][C:18]1[C:13]([Cl:12])=[CH:14][CH:15]=[C:16]([CH2:19][O:20][CH3:21])[N:17]=1, predict the reactants needed to synthesize it. (2) Given the product [OH:40][C:36]([C:41]([F:43])([F:44])[F:42])([CH2:35][C:34]([C:27]1[C:28]2[O:32][CH2:31][CH2:30][C:29]=2[CH:33]=[C:25]([S:22]([CH3:21])(=[O:24])=[O:23])[CH:26]=1)([CH3:45])[CH3:46])[CH2:37][C:38]#[C:39][C:6]1[C:7]([N+:9]([O-:11])=[O:10])=[CH:8][C:3]([C:1]#[N:2])=[CH:4][C:5]=1[CH3:20], predict the reactants needed to synthesize it. The reactants are: [C:1]([C:3]1[CH:8]=[C:7]([N+:9]([O-:11])=[O:10])[C:6](OS(C(F)(F)F)(=O)=O)=[C:5]([CH3:20])[CH:4]=1)#[N:2].[CH3:21][S:22]([C:25]1[CH:26]=[C:27]([C:34]([CH3:46])([CH3:45])[CH2:35][C:36]([C:41]([F:44])([F:43])[F:42])([OH:40])[CH2:37][C:38]#[CH:39])[C:28]2[O:32][CH2:31][CH2:30][C:29]=2[CH:33]=1)(=[O:24])=[O:23]. (3) Given the product [C:32]([N:20]([CH2:19][C:13]1[CH:14]=[C:15]([Br:18])[CH:16]=[CH:17][C:12]=1[O:11][C:7]1[CH:6]=[C:5]([CH2:4][C:3]([OH:35])=[O:2])[CH:10]=[CH:9][CH:8]=1)[C:21]([CH3:30])([CH3:31])[CH2:22][C:23]1[CH:28]=[CH:27][C:26]([F:29])=[CH:25][CH:24]=1)(=[O:34])[CH3:33], predict the reactants needed to synthesize it. The reactants are: C[O:2][C:3](=[O:35])[CH2:4][C:5]1[CH:10]=[CH:9][CH:8]=[C:7]([O:11][C:12]2[CH:17]=[CH:16][C:15]([Br:18])=[CH:14][C:13]=2[CH2:19][N:20]([C:32](=[O:34])[CH3:33])[C:21]([CH3:31])([CH3:30])[CH2:22][C:23]2[CH:28]=[CH:27][C:26]([F:29])=[CH:25][CH:24]=2)[CH:6]=1.[OH-].[Li+].Cl.